This data is from Full USPTO retrosynthesis dataset with 1.9M reactions from patents (1976-2016). The task is: Predict the reactants needed to synthesize the given product. (1) The reactants are: [CH:1]1([C:4]([N:6]2[CH2:10][CH2:9][C@@H:8]([CH2:11][NH:12][C:13]3[C:18]([NH2:19])=[CH:17][C:16]([CH3:20])=[CH:15][N:14]=3)[CH2:7]2)=[O:5])[CH2:3][CH2:2]1.[Br:21][C:22]1[CH:29]=[CH:28][C:25]([CH:26]=O)=[CH:24][CH:23]=1.C(O)(=O)C. Given the product [Br:21][C:22]1[CH:29]=[CH:28][C:25]([C:26]2[N:12]([CH2:11][C@@H:8]3[CH2:9][CH2:10][N:6]([C:4]([CH:1]4[CH2:3][CH2:2]4)=[O:5])[CH2:7]3)[C:13]3=[N:14][CH:15]=[C:16]([CH3:20])[CH:17]=[C:18]3[N:19]=2)=[CH:24][CH:23]=1, predict the reactants needed to synthesize it. (2) Given the product [C:13]([CH:15]([NH:20][C:21]([CH:23]1[CH2:28][CH2:27][CH2:26][CH2:25][CH:24]1[NH:29][C:30]([C:32]1[N:33]([CH2:42][CH2:43][CH2:44][N:1]2[CH2:6][CH2:5][O:4][CH2:3][CH2:2]2)[C:34]2[C:39]([CH:40]=1)=[CH:38][CH:37]=[C:36]([Cl:41])[CH:35]=2)=[O:31])=[O:22])[CH2:16][CH:17]([CH3:19])[CH3:18])#[N:14], predict the reactants needed to synthesize it. The reactants are: [NH:1]1[CH2:6][CH2:5][O:4][CH2:3][CH2:2]1.C(=O)([O-])[O-].[K+].[K+].[C:13]([CH:15]([NH:20][C:21]([CH:23]1[CH2:28][CH2:27][CH2:26][CH2:25][CH:24]1[NH:29][C:30]([C:32]1[N:33]([CH2:42][CH2:43][CH2:44]Cl)[C:34]2[C:39]([CH:40]=1)=[CH:38][CH:37]=[C:36]([Cl:41])[CH:35]=2)=[O:31])=[O:22])[CH2:16][CH:17]([CH3:19])[CH3:18])#[N:14].